From a dataset of Catalyst prediction with 721,799 reactions and 888 catalyst types from USPTO. Predict which catalyst facilitates the given reaction. (1) Reactant: [N:1]1[CH:6]=[CH:5][CH:4]=[C:3]([NH2:7])[CH:2]=1.CN(C=O)C.[H-].[Na+].[F:15][C:16]1[C:48]([F:49])=[CH:47][C:19]2[NH:20][C:21]([NH:23][C:24]3[CH:29]=[CH:28][C:27]([O:30][C:31]4[C:36]([C:37]5[CH:42]=[CH:41][N:40]=[C:39](S(C)(=O)=O)[N:38]=5)=[CH:35][CH:34]=[CH:33][N:32]=4)=[CH:26][CH:25]=3)=[N:22][C:18]=2[CH:17]=1. The catalyst class is: 69. Product: [F:15][C:16]1[C:48]([F:49])=[CH:47][C:19]2[NH:20][C:21]([NH:23][C:24]3[CH:29]=[CH:28][C:27]([O:30][C:31]4[C:36]([C:37]5[CH:42]=[CH:41][N:40]=[C:39]([NH:7][C:3]6[CH:2]=[N:1][CH:6]=[CH:5][CH:4]=6)[N:38]=5)=[CH:35][CH:34]=[CH:33][N:32]=4)=[CH:26][CH:25]=3)=[N:22][C:18]=2[CH:17]=1. (2) Reactant: [CH2:1]([N:8]1[C:13](=[O:14])[C:12]([CH3:15])=[C:11]([CH3:16])[N:10]=[C:9]1[CH:17]([N:21]1[CH:25]=[C:24]([CH2:26][CH2:27][N:28]2C(=O)C3C(=CC=CC=3)C2=O)[N:23]=[C:22]1[C:39]1[CH:44]=[CH:43][C:42]([CH3:45])=[CH:41][CH:40]=1)[CH:18]([CH3:20])[CH3:19])[C:2]1[CH:7]=[CH:6][CH:5]=[CH:4][CH:3]=1.O.NN. Product: [NH2:28][CH2:27][CH2:26][C:24]1[N:23]=[C:22]([C:39]2[CH:40]=[CH:41][C:42]([CH3:45])=[CH:43][CH:44]=2)[N:21]([CH:17]([C:9]2[N:8]([CH2:1][C:2]3[CH:3]=[CH:4][CH:5]=[CH:6][CH:7]=3)[C:13](=[O:14])[C:12]([CH3:15])=[C:11]([CH3:16])[N:10]=2)[CH:18]([CH3:20])[CH3:19])[CH:25]=1. The catalyst class is: 14. (3) Reactant: [NH2:1][C:2]1[CH:3]=[C:4]2[C:9](=[CH:10][CH:11]=1)[C:8](=[O:12])[CH2:7][CH2:6][CH2:5]2.[C:13](O[C:13]([O:14][CH2:15][CH3:16])=[O:17])(=[O:17])[O:14][CH2:15][CH3:16]. Product: [CH2:15]([O:14][C:13](=[O:17])[NH:1][C:2]1[CH:11]=[CH:10][C:9]2[C:8](=[O:12])[CH2:7][CH2:6][CH2:5][C:4]=2[CH:3]=1)[CH3:16]. The catalyst class is: 8. (4) Reactant: [NH2:1][C:2]1[CH:3]=[C:4]([CH:9]=[CH:10][C:11]=1[NH:12][C:13]1[CH:18]=[CH:17][C:16]([F:19])=[CH:15][CH:14]=1)[C:5]([O:7][CH3:8])=[O:6].[CH:20](OC)(OC)OC.O. Product: [F:19][C:16]1[CH:17]=[CH:18][C:13]([N:12]2[C:11]3[CH:10]=[CH:9][C:4]([C:5]([O:7][CH3:8])=[O:6])=[CH:3][C:2]=3[N:1]=[CH:20]2)=[CH:14][CH:15]=1. The catalyst class is: 3. (5) Reactant: [C:1]([O:5][C:6](=[O:17])[CH:7]=[CH:8][C:9]1[CH:14]=[CH:13][C:12]([CH:15]=O)=[CH:11][N:10]=1)([CH3:4])([CH3:3])[CH3:2].[C:18]([C:21]1[CH:26]=[CH:25][CH:24]=[CH:23][CH:22]=1)(=[O:20])[CH3:19].[OH-].[K+]. Product: [C:1]([O:5][C:6](=[O:17])[CH:7]=[CH:8][C:9]1[CH:14]=[CH:13][C:12]([CH:15]=[CH:19][C:18](=[O:20])[C:21]2[CH:26]=[CH:25][CH:24]=[CH:23][CH:22]=2)=[CH:11][N:10]=1)([CH3:4])([CH3:3])[CH3:2]. The catalyst class is: 5. (6) Reactant: [Na].[CH3:2][S:3]([NH:6][C:7]([C:9]1[CH:10]=[C:11]([O:18][C:19]2[CH:20]=[CH:21][C:22]([C:26]([F:29])([F:28])[F:27])=[CH:23][C:24]=2[Cl:25])[CH:12]=[CH:13][C:14]=1[N+:15]([O-:17])=[O:16])=[O:8])(=[O:5])=[O:4].[OH-].[Na+:31]. Product: [CH3:2][S:3](/[N:6]=[C:7](\[O-:8])/[C:9]1[CH:10]=[C:11]([O:18][C:19]2[CH:20]=[CH:21][C:22]([C:26]([F:28])([F:27])[F:29])=[CH:23][C:24]=2[Cl:25])[CH:12]=[CH:13][C:14]=1[N+:15]([O-:17])=[O:16])(=[O:5])=[O:4].[Na+:31]. The catalyst class is: 6.